From a dataset of Reaction yield outcomes from USPTO patents with 853,638 reactions. Predict the reaction yield, written as a fraction of the theoretical maximum amount of product (1.0 means a 100% yield; for example, 0.34 means a 34% yield). (1) The reactants are [NH2:1][C:2]1[C:3]([C:7](=[N:13][OH:14])[NH:8]CCOC)=[N:4][O:5][N:6]=1.O.[OH-].[K+].[C:18]([O:21][CH2:22]C)(=O)[CH3:19]. The catalyst is CCCCCC. The product is [OH:14][N:13]=[C:7]([C:3]1[C:2]([NH:1][CH2:19][CH2:18][O:21][CH3:22])=[N:6][O:5][N:4]=1)[NH2:8]. The yield is 0.810. (2) The reactants are [CH:1]1([N:4]2[CH2:9][CH2:8][N:7]([C:10]3[S:11][C:12]4[CH:18]=[C:17]([CH:19]=O)[CH:16]=[CH:15][C:13]=4[N:14]=3)[CH2:6][CH2:5]2)[CH2:3][CH2:2]1.[NH:21]1[CH2:26][CH2:25][CH2:24][CH2:23][CH2:22]1.C(O)(=O)C.[BH3-]C#N.[Na+]. The catalyst is CO.C1COCC1. The product is [CH:1]1([N:4]2[CH2:9][CH2:8][N:7]([C:10]3[S:11][C:12]4[CH:18]=[C:17]([CH2:19][N:21]5[CH2:26][CH2:25][CH2:24][CH2:23][CH2:22]5)[CH:16]=[CH:15][C:13]=4[N:14]=3)[CH2:6][CH2:5]2)[CH2:3][CH2:2]1. The yield is 0.280. (3) The reactants are [CH3:1][C:2]1[C:10]2[C:5](=[CH:6][C:7]([NH:11][C:12]3[N:28]=[C:15]4[CH:16]=[CH:17][CH:18]=[C:19]([CH2:20]N5C=CC=CC5=O)[N:14]4[N:13]=3)=[CH:8][CH:9]=2)[NH:4][N:3]=1.O.NN.[OH-].[K+].[CH2:34]([OH:37])[CH2:35]O. The catalyst is O. The product is [CH3:1][C:2]1[C:10]2[C:5](=[CH:6][C:7]([NH:11][C:12]3[N:28]=[C:15]4[CH:16]=[CH:17][CH:18]=[C:19]([CH2:20][C:9]5[CH:10]=[CH:2][N:3]=[C:34]([OH:37])[CH:35]=5)[N:14]4[N:13]=3)=[CH:8][CH:9]=2)[NH:4][N:3]=1. The yield is 0.0477. (4) The reactants are C=O.[CH2:3]([O:5][C:6](=[O:21])[CH2:7][NH:8][C:9]1[CH:14]=[CH:13][CH:12]=[CH:11][C:10]=1[C:15]1[CH:20]=[CH:19][CH:18]=[CH:17][CH:16]=1)[CH3:4].[CH:22]([S:24]([C:27]1[CH:32]=[CH:31][CH:30]=[CH:29][C:28]=1[C:33]([F:36])([F:35])[F:34])(=[O:26])=[O:25])=[CH2:23].[C:37](O)(=O)C. The catalyst is C1(C)C=CC=CC=1. The product is [CH2:3]([O:5][C:6]([CH:7]1[CH2:37][CH:22]([S:24]([C:27]2[CH:32]=[CH:31][CH:30]=[CH:29][C:28]=2[C:33]([F:34])([F:36])[F:35])(=[O:25])=[O:26])[CH2:23][N:8]1[C:9]1[CH:14]=[CH:13][CH:12]=[CH:11][C:10]=1[C:15]1[CH:20]=[CH:19][CH:18]=[CH:17][CH:16]=1)=[O:21])[CH3:4]. The yield is 0.190. (5) The product is [O:9]1[C:10]2[C:11](=[N:12][CH:13]=[CH:14][CH:15]=2)[CH2:16][CH2:4]1. The yield is 0.470. The catalyst is CS(C)=O.O. The reactants are [H-].[Na+].[I-].[CH3:4][S+](C)C.[I-].[OH:9][C:10]1[C:11]([CH2:16][N+](C)(C)C)=[N:12][CH:13]=[CH:14][CH:15]=1.